Dataset: Full USPTO retrosynthesis dataset with 1.9M reactions from patents (1976-2016). Task: Predict the reactants needed to synthesize the given product. (1) Given the product [OH:30][C:24]1[CH:29]=[CH:28][C:27]([C:8]([C:17]2[CH:22]=[CH:21][C:20]([I:23])=[CH:19][CH:18]=2)([C:10]2[CH:15]=[CH:14][C:13]([I:16])=[CH:12][CH:11]=2)[C:5]2[CH:6]=[CH:7][C:2]([I:1])=[CH:3][CH:4]=2)=[CH:26][CH:25]=1, predict the reactants needed to synthesize it. The reactants are: [I:1][C:2]1[CH:7]=[CH:6][C:5]([C:8]([C:17]2[CH:22]=[CH:21][C:20]([I:23])=[CH:19][CH:18]=2)([C:10]2[CH:15]=[CH:14][C:13]([I:16])=[CH:12][CH:11]=2)O)=[CH:4][CH:3]=1.[C:24]1([OH:30])[CH:29]=[CH:28][CH:27]=[CH:26][CH:25]=1.S(=O)(=O)(O)O.[OH-].[Na+]. (2) Given the product [F:18][CH:17]([F:19])[C:14]1[N:12]2[CH2:13][C@:8]([C:6]3[CH:7]=[C:2]([NH:1][C:37]([C:34]4[CH:35]=[CH:36][N:32]([CH:31]([F:40])[F:30])[N:33]=4)=[O:38])[CH:3]=[CH:4][C:5]=3[F:29])([CH3:28])[N:9]=[C:10]([NH:20][C:21](=[O:27])[O:22][C:23]([CH3:24])([CH3:25])[CH3:26])[C:11]2=[N:16][CH:15]=1, predict the reactants needed to synthesize it. The reactants are: [NH2:1][C:2]1[CH:3]=[CH:4][C:5]([F:29])=[C:6]([C@:8]2([CH3:28])[CH2:13][N:12]3[C:14]([CH:17]([F:19])[F:18])=[CH:15][N:16]=[C:11]3[C:10]([NH:20][C:21](=[O:27])[O:22][C:23]([CH3:26])([CH3:25])[CH3:24])=[N:9]2)[CH:7]=1.[F:30][CH:31]([F:40])[N:32]1[CH:36]=[CH:35][C:34]([C:37](O)=[O:38])=[N:33]1. (3) Given the product [Cl:2][C:3]1[CH:8]=[CH:7][C:6]([C:9]2([CH:13]3[C:22]4[C:17](=[CH:18][CH:19]=[C:20]([O:23][CH2:24][CH2:25][NH:26][S:27]([CH2:30][CH2:31][CH3:32])(=[O:28])=[O:29])[CH:21]=4)[CH2:16][CH2:15][N:14]3[C:36](=[NH:37])[NH:33][C:34]#[N:35])[CH2:10][CH2:11][CH2:12]2)=[CH:5][CH:4]=1, predict the reactants needed to synthesize it. The reactants are: Cl.[Cl:2][C:3]1[CH:8]=[CH:7][C:6]([C:9]2([CH:13]3[C:22]4[C:17](=[CH:18][CH:19]=[C:20]([O:23][CH2:24][CH2:25][NH:26][S:27]([CH2:30][CH2:31][CH3:32])(=[O:29])=[O:28])[CH:21]=4)[CH2:16][CH2:15][NH:14]3)[CH2:12][CH2:11][CH2:10]2)=[CH:5][CH:4]=1.[N-:33]([C:36]#[N:37])[C:34]#[N:35].[Na+]. (4) Given the product [CH3:1][O:2][C:3](=[O:27])[CH2:4][CH2:5][C:6]1[CH:10]=[C:9]([CH3:11])[N:8]([CH2:12][C:13]2[CH:18]=[C:17]([C:52]#[C:51][Si:48]([CH3:50])([CH3:49])[CH3:47])[CH:16]=[CH:15][C:14]=2[O:20][CH2:21][CH:22]([CH2:25][CH3:26])[CH2:23][CH3:24])[N:7]=1, predict the reactants needed to synthesize it. The reactants are: [CH3:1][O:2][C:3](=[O:27])[CH2:4][CH2:5][C:6]1[CH:10]=[C:9]([CH3:11])[N:8]([CH2:12][C:13]2[CH:18]=[C:17](Br)[CH:16]=[CH:15][C:14]=2[O:20][CH2:21][CH:22]([CH2:25][CH3:26])[CH2:23][CH3:24])[N:7]=1.C1C=CC(P(C2C=CC=CC=2)C2C=CC=CC=2)=CC=1.[CH3:47][Si:48]([C:51]#[CH:52])([CH3:50])[CH3:49].